From a dataset of Forward reaction prediction with 1.9M reactions from USPTO patents (1976-2016). Predict the product of the given reaction. (1) Given the reactants [Br:1][C:2]1[CH:3]=[C:4]([CH:8]=[C:9]([Br:11])[CH:10]=1)[C:5]([OH:7])=[O:6].[N+](=[CH2:14])=[N-], predict the reaction product. The product is: [Br:1][C:2]1[CH:3]=[C:4]([CH:8]=[C:9]([Br:11])[CH:10]=1)[C:5]([O:7][CH3:14])=[O:6]. (2) Given the reactants [N+](=[CH2:3])=[N-].[CH3:4][O:5][CH2:6][CH2:7][O:8][CH2:9][C:10]1[CH:15]=[CH:14][C:13]([C@@H:16]2[C@@H:21]([O:22][CH2:23][C:24]3[CH:25]=[CH:26][C:27]4[O:32][CH2:31][CH2:30][N:29]([CH2:33][CH2:34][CH2:35][O:36][CH3:37])[C:28]=4[CH:38]=3)[CH2:20][N:19]([S:39]([C:42]3[CH:47]=[CH:46][C:45]([CH3:48])=[CH:44][CH:43]=3)(=[O:41])=[O:40])[C@H:18]([CH2:49][C:50]([CH3:55])([CH3:54])[C:51]([OH:53])=[O:52])[CH2:17]2)=[CH:12][CH:11]=1.S([O-])([O-])(=O)=O.[Mg+2], predict the reaction product. The product is: [CH3:4][O:5][CH2:6][CH2:7][O:8][CH2:9][C:10]1[CH:15]=[CH:14][C:13]([C@@H:16]2[C@@H:21]([O:22][CH2:23][C:24]3[CH:25]=[CH:26][C:27]4[O:32][CH2:31][CH2:30][N:29]([CH2:33][CH2:34][CH2:35][O:36][CH3:37])[C:28]=4[CH:38]=3)[CH2:20][N:19]([S:39]([C:42]3[CH:43]=[CH:44][C:45]([CH3:48])=[CH:46][CH:47]=3)(=[O:40])=[O:41])[C@H:18]([CH2:49][C:50]([CH3:55])([CH3:54])[C:51]([O:53][CH3:3])=[O:52])[CH2:17]2)=[CH:12][CH:11]=1.